The task is: Predict the reactants needed to synthesize the given product.. This data is from Full USPTO retrosynthesis dataset with 1.9M reactions from patents (1976-2016). (1) Given the product [CH2:22]([O:21][C:19]([C:7]1[CH:8]=[N:9][C:10]([CH3:13])=[N:11][CH:12]=1)=[CH2:20])[CH3:23], predict the reactants needed to synthesize it. The reactants are: CN(C)C=O.Br[C:7]1[CH:8]=[N:9][C:10]([CH3:13])=[N:11][CH:12]=1.C([Sn](CCCC)(CCCC)[C:19]([O:21][CH2:22][CH3:23])=[CH2:20])CCC.[F-].[K+]. (2) Given the product [C:31]([NH:30][CH2:29][CH2:28][NH:27][C:17]([C:16]1[CH:15]=[N:14][N:11]2[C:12]([CH3:13])=[C:7]([CH2:6][C:5]3[CH:20]=[CH:21][C:2]([Cl:1])=[C:3]([O:22][C:23]([F:26])([F:25])[F:24])[CH:4]=3)[CH:8]=[N:9][C:10]=12)=[O:18])(=[O:33])[CH3:32], predict the reactants needed to synthesize it. The reactants are: [Cl:1][C:2]1[CH:21]=[CH:20][C:5]([CH2:6][C:7]2[CH:8]=[N:9][C:10]3[N:11]([N:14]=[CH:15][C:16]=3[C:17](O)=[O:18])[C:12]=2[CH3:13])=[CH:4][C:3]=1[O:22][C:23]([F:26])([F:25])[F:24].[NH2:27][CH2:28][CH2:29][NH:30][C:31](=[O:33])[CH3:32].CN(C(ON1N=NC2C=CC=CC1=2)=[N+](C)C)C.[B-](F)(F)(F)F.C(N(CC)C(C)C)(C)C. (3) Given the product [CH3:24][O:5][C:4](=[O:6])[C:3]1[CH:7]=[C:8]([CH2:11][C:12]2[CH:17]=[CH:16][CH:15]=[C:14]([Cl:18])[C:13]=2[F:19])[N:9]=[CH:10][C:2]=1[Cl:1], predict the reactants needed to synthesize it. The reactants are: [Cl:1][C:2]1[CH:10]=[N:9][C:8]([CH2:11][C:12]2[CH:17]=[CH:16][CH:15]=[C:14]([Cl:18])[C:13]=2[F:19])=[CH:7][C:3]=1[C:4]([OH:6])=[O:5].S(Cl)(Cl)=O.[C:24]1(C)C=CC=CC=1. (4) Given the product [CH3:20][O:21][C:22](=[O:27])[CH2:23][CH2:24][CH2:25][O:11][C:5]1[CH:4]=[C:3]([CH2:2][OH:1])[CH:8]=[C:7]([CH2:9][OH:10])[CH:6]=1, predict the reactants needed to synthesize it. The reactants are: [OH:1][CH2:2][C:3]1[CH:4]=[C:5]([OH:11])[CH:6]=[C:7]([CH2:9][OH:10])[CH:8]=1.[I-].[K+].C(=O)([O-])[O-].[K+].[K+].[CH3:20][O:21][C:22](=[O:27])[CH2:23][CH2:24][CH2:25]Br. (5) Given the product [CH3:28][C:27]1[N:26]([C:29]2[CH:34]=[CH:33][C:32]([C:35]([F:37])([F:38])[F:36])=[CH:31][N:30]=2)[N:25]=[CH:24][C:23]=1[C:21]([NH:20][C:17]1[CH:18]=[N:19][C:14]([C:11]2[CH2:12][CH2:13][NH:8][CH2:9][CH:10]=2)=[C:15]([CH3:39])[CH:16]=1)=[O:22], predict the reactants needed to synthesize it. The reactants are: C(OC([N:8]1[CH2:13][CH:12]=[C:11]([C:14]2[N:19]=[CH:18][C:17]([NH:20][C:21]([C:23]3[CH:24]=[N:25][N:26]([C:29]4[CH:34]=[CH:33][C:32]([C:35]([F:38])([F:37])[F:36])=[CH:31][N:30]=4)[C:27]=3[CH3:28])=[O:22])=[CH:16][C:15]=2[CH3:39])[CH2:10][CH2:9]1)=O)(C)(C)C.FC(F)(F)C(O)=O.[OH-].[Na+].